From a dataset of Forward reaction prediction with 1.9M reactions from USPTO patents (1976-2016). Predict the product of the given reaction. Given the reactants [C:1]([O:9][CH:10]([CH2:12][CH:13]([OH:15])[CH3:14])[CH3:11])(=[O:8])[C:2]1[CH:7]=[CH:6][CH:5]=[CH:4][CH:3]=1.N1C=CC=CC=1.[C:22]1([P:28](Cl)([C:30]2[CH:35]=[CH:34][CH:33]=[CH:32][CH:31]=2)=[O:29])[CH:27]=[CH:26][CH:25]=[CH:24][CH:23]=1, predict the reaction product. The product is: [C:22]1([P:28]([O:15][CH:13]([CH3:14])[CH2:12][CH:10]([O:9][C:1](=[O:8])[C:2]2[CH:7]=[CH:6][CH:5]=[CH:4][CH:3]=2)[CH3:11])([C:30]2[CH:35]=[CH:34][CH:33]=[CH:32][CH:31]=2)=[O:29])[CH:23]=[CH:24][CH:25]=[CH:26][CH:27]=1.